Dataset: Reaction yield outcomes from USPTO patents with 853,638 reactions. Task: Predict the reaction yield, written as a fraction of the theoretical maximum amount of product (1.0 means a 100% yield; for example, 0.34 means a 34% yield). The reactants are [C:1]([N:4]1[CH2:9][CH2:8][N:7]([CH:10]([C:22]2[CH:27]=[CH:26][CH:25]=[CH:24][CH:23]=2)[C:11]([O:13][C@@H:14]2[CH:19]3[CH2:20][CH2:21][N:16]([CH2:17][CH2:18]3)[CH2:15]2)=[O:12])[CH2:6][CH2:5]1)(=[O:3])[CH3:2].[Cl:28][CH2:29][C:30]([C:32]1[CH:37]=[CH:36][CH:35]=[CH:34][CH:33]=1)=[O:31]. The catalyst is CCOC(C)=O.C(#N)C. The product is [Cl-:28].[C:1]([N:4]1[CH2:5][CH2:6][N:7]([CH:10]([C:22]2[CH:27]=[CH:26][CH:25]=[CH:24][CH:23]=2)[C:11]([O:13][C@@H:14]2[CH:19]3[CH2:20][CH2:21][N+:16]([CH2:29][C:30](=[O:31])[C:32]4[CH:37]=[CH:36][CH:35]=[CH:34][CH:33]=4)([CH2:17][CH2:18]3)[CH2:15]2)=[O:12])[CH2:8][CH2:9]1)(=[O:3])[CH3:2]. The yield is 0.599.